Dataset: Full USPTO retrosynthesis dataset with 1.9M reactions from patents (1976-2016). Task: Predict the reactants needed to synthesize the given product. (1) Given the product [ClH:17].[CH3:14][N:13]([CH3:15])[C:11](=[O:12])[C:9]([CH3:16])([CH3:10])[NH2:8], predict the reactants needed to synthesize it. The reactants are: CC(OC([NH:8][C:9]([CH3:16])([C:11]([N:13]([CH3:15])[CH3:14])=[O:12])[CH3:10])=O)(C)C.[ClH:17]. (2) Given the product [Cl:2][C:3]1[CH:21]=[CH:20][C:6]2[N:7]([CH2:16][CH2:17][CH2:18][NH:19][S:37]([C:34]3[CH:33]=[CH:32][C:31]([C:30]([F:29])([F:41])[F:42])=[CH:36][CH:35]=3)(=[O:39])=[O:38])[C:8]3[CH:15]=[CH:14][CH:13]=[CH:12][C:9]=3[CH2:10][CH2:11][C:5]=2[CH:4]=1, predict the reactants needed to synthesize it. The reactants are: Cl.[Cl:2][C:3]1[CH:21]=[CH:20][C:6]2[N:7]([CH2:16][CH2:17][CH2:18][NH2:19])[C:8]3[CH:15]=[CH:14][CH:13]=[CH:12][C:9]=3[CH2:10][CH2:11][C:5]=2[CH:4]=1.CCN(CC)CC.[F:29][C:30]([F:42])([F:41])[C:31]1[CH:36]=[CH:35][C:34]([S:37](Cl)(=[O:39])=[O:38])=[CH:33][CH:32]=1. (3) Given the product [CH:20]1([N:3]2[CH2:2][CH2:1][C:7]3=[CH:8][CH:9]=[C:10]([OH:12])[CH2:11][C:6]3=[CH:5][CH2:4]2)[CH2:24][CH2:23][CH2:22][CH2:21]1, predict the reactants needed to synthesize it. The reactants are: [CH2:1]1[C:7]2[CH:8]=[CH:9][C:10]([OH:12])=[CH:11][C:6]=2[CH2:5][CH2:4][NH:3][CH2:2]1.C(N(CC)CC)C.[C:20]1(=O)[CH2:24][CH2:23][CH2:22][CH2:21]1.C(O[BH-](OC(=O)C)OC(=O)C)(=O)C.[Na+]. (4) Given the product [CH3:40][C:41]([CH3:44])([CH3:43])[CH2:42][O:24][C:23](=[O:25])[C@@H:22]([NH:21][C:19]([C:15]1[C:16]([CH3:18])=[N:17][C:12]([NH:11][CH2:10][CH2:9][CH2:8][C:4]2[CH:5]=[CH:6][CH:7]=[C:2]([OH:1])[CH:3]=2)=[N:13][C:14]=1[CH3:35])=[O:20])[CH2:26][NH:27][C:28]([C:30]1[S:31][CH:32]=[CH:33][CH:34]=1)=[O:29], predict the reactants needed to synthesize it. The reactants are: [OH:1][C:2]1[CH:3]=[C:4]([CH2:8][CH2:9][CH2:10][NH:11][C:12]2[N:17]=[C:16]([CH3:18])[C:15]([C:19]([NH:21][C@@H:22]([CH2:26][NH:27][C:28]([C:30]3[S:31][CH:32]=[CH:33][CH:34]=3)=[O:29])[C:23]([OH:25])=[O:24])=[O:20])=[C:14]([CH3:35])[N:13]=2)[CH:5]=[CH:6][CH:7]=1.S(Cl)(Cl)=O.[CH2:40](O)[C:41]([CH3:44])([CH3:43])[CH3:42]. (5) Given the product [Cl:1][C:2]1[N:3]=[C:4]([N:23]2[CH2:22][CH2:21][C:20]([NH:26][C:27](=[O:33])[O:28][C:29]([CH3:32])([CH3:31])[CH3:30])([CH3:19])[CH2:25][CH2:24]2)[C:5]2[CH2:10][CH2:9][CH:8]([C:11]3[CH:16]=[CH:15][C:14]([F:17])=[CH:13][CH:12]=3)[C:6]=2[N:7]=1, predict the reactants needed to synthesize it. The reactants are: [Cl:1][C:2]1[N:3]=[C:4](Cl)[C:5]2[CH2:10][CH2:9][CH:8]([C:11]3[CH:16]=[CH:15][C:14]([F:17])=[CH:13][CH:12]=3)[C:6]=2[N:7]=1.[CH3:19][C:20]1([NH:26][C:27](=[O:33])[O:28][C:29]([CH3:32])([CH3:31])[CH3:30])[CH2:25][CH2:24][NH:23][CH2:22][CH2:21]1. (6) Given the product [NH2:9][CH2:8][C:5]1[CH:4]=[CH:3][C:2]([NH:1][C:38]([C:34]2[C:33]3[CH:41]=[CH:42][C:30]([O:29][C:23]4[C:22]5[C:27](=[CH:28][C:19]([O:18][CH3:17])=[CH:20][CH:21]=5)[N:26]=[CH:25][CH:24]=4)=[CH:31][C:32]=3[O:36][C:35]=2[CH3:37])=[O:39])=[N:7][CH:6]=1, predict the reactants needed to synthesize it. The reactants are: [NH2:1][C:2]1[N:7]=[CH:6][C:5]([CH2:8][NH:9]C(=O)OC(C)(C)C)=[CH:4][CH:3]=1.[CH3:17][O:18][C:19]1[CH:28]=[C:27]2[C:22]([C:23]([O:29][C:30]3[CH:42]=[CH:41][C:33]4[C:34]([C:38](O)=[O:39])=[C:35]([CH3:37])[O:36][C:32]=4[CH:31]=3)=[CH:24][CH:25]=[N:26]2)=[CH:21][CH:20]=1.C(O)(C(F)(F)F)=O. (7) Given the product [CH3:10][O:11][CH2:12][C:13]([C:19]1[C:27]2[C:22](=[CH:23][CH:24]=[CH:25][CH:26]=2)[N:21]([CH2:33][C:34]([OH:36])=[O:35])[CH:20]=1)=[O:14], predict the reactants needed to synthesize it. The reactants are: N1C2C(=CC=CC=2)C=C1.[CH3:10][O:11][CH2:12][C:13](Cl)=[O:14].C([C:19]1[C:27]2[C:22](=[CH:23][CH:24]=[C:25](OC(F)(F)F)[CH:26]=2)[N:21]([CH2:33][C:34]([OH:36])=[O:35])[CH:20]=1)(=O)C.